This data is from Reaction yield outcomes from USPTO patents with 853,638 reactions. The task is: Predict the reaction yield, written as a fraction of the theoretical maximum amount of product (1.0 means a 100% yield; for example, 0.34 means a 34% yield). (1) The reactants are [CH3:1][CH:2]([N:4]1[CH2:9][CH2:8][N:7]([C:10]2[CH:15]=[CH:14][C:13]([N+:16]([O-])=O)=[C:12]([O:19][CH3:20])[CH:11]=2)[CH2:6][CH2:5]1)[CH3:3]. The catalyst is CCO. The product is [CH3:3][CH:2]([N:4]1[CH2:5][CH2:6][N:7]([C:10]2[CH:15]=[CH:14][C:13]([NH2:16])=[C:12]([O:19][CH3:20])[CH:11]=2)[CH2:8][CH2:9]1)[CH3:1]. The yield is 0.990. (2) The reactants are [Cl:1][C:2]1[N:7]=[C:6]([C:8]([O:10][CH3:11])=[O:9])[CH:5]=[CH:4][C:3]=1[CH:12]=[O:13].N1C=CN=C1.[C:19]1(=[O:24])[CH2:23][CH2:22][CH:21]=[CH:20]1. The catalyst is CO.O. The product is [Cl:1][C:2]1[N:7]=[C:6]([C:8]([O:10][CH3:11])=[O:9])[CH:5]=[CH:4][C:3]=1[CH:12]([OH:13])[C:20]1[C:19](=[O:24])[CH2:23][CH2:22][CH:21]=1. The yield is 0.900.